This data is from Forward reaction prediction with 1.9M reactions from USPTO patents (1976-2016). The task is: Predict the product of the given reaction. (1) Given the reactants [OH:1][C:2]1[CH:7]=[CH:6][C:5]([N:8]2[C:13](=[O:14])[C:12]3[CH:15]=[C:16]([O:19][CH3:20])[N:17]=[CH:18][C:11]=3[N:10]=[C:9]2[CH3:21])=[CH:4][CH:3]=1.Br.Br[CH2:24][CH2:25][CH2:26][N:27]1[CH:32]=[CH:31][CH:30]=[CH:29][CH2:28]1, predict the reaction product. The product is: [CH3:20][O:19][C:16]1[N:17]=[CH:18][C:11]2[N:10]=[C:9]([CH3:21])[N:8]([C:5]3[CH:4]=[CH:3][C:2]([O:1][CH2:24][CH2:25][CH2:26][N:27]4[CH2:32][CH2:31][CH2:30][CH2:29][CH2:28]4)=[CH:7][CH:6]=3)[C:13](=[O:14])[C:12]=2[CH:15]=1. (2) The product is: [CH3:2][O:3][C:4]1[CH:5]=[C:6]([C:12]2[C:13]([CH3:25])([CH3:24])[C:14](=[O:23])[N:15]([CH:17]3[CH2:22][CH2:21][N:20]([C:31]([C:30]4[CH:34]=[CH:35][CH:36]=[C:28]([O:27][CH3:26])[CH:29]=4)=[O:32])[CH2:19][CH2:18]3)[N:16]=2)[CH:7]=[CH:8][C:9]=1[O:10][CH3:11]. Given the reactants Cl.[CH3:2][O:3][C:4]1[CH:5]=[C:6]([C:12]2[C:13]([CH3:25])([CH3:24])[C:14](=[O:23])[N:15]([CH:17]3[CH2:22][CH2:21][NH:20][CH2:19][CH2:18]3)[N:16]=2)[CH:7]=[CH:8][C:9]=1[O:10][CH3:11].[CH3:26][O:27][C:28]1[CH:29]=[C:30]([CH:34]=[CH:35][CH:36]=1)[C:31](Cl)=[O:32], predict the reaction product.